The task is: Predict the product of the given reaction.. This data is from Forward reaction prediction with 1.9M reactions from USPTO patents (1976-2016). Given the reactants FC1C=C(C2N=C(SC)N=C(N3CCOC[C@@H]3C)C=2)C=NC=1.Cl[C:24]1[N:29]=[C:28]([N:30]2[CH2:35][CH2:34][O:33][CH2:32][C@@H:31]2[CH3:36])[CH:27]=[C:26]([C:37]2[CH:42]=[C:41]([F:43])[CH:40]=[CH:39][C:38]=2[S:44]([CH3:47])(=[O:46])=[O:45])[N:25]=1.[F:48][C:49]1[CH:50]=[C:51]([NH:64][C:65]([NH:67][CH2:68][CH2:69][OH:70])=[O:66])[CH:52]=[CH:53][C:54]=1B1OC(C)(C)C(C)(C)O1, predict the reaction product. The product is: [F:48][C:49]1[CH:50]=[C:51]([NH:64][C:65]([NH:67][CH2:68][CH2:69][OH:70])=[O:66])[CH:52]=[CH:53][C:54]=1[C:24]1[N:25]=[C:26]([C:37]2[CH:42]=[C:41]([F:43])[CH:40]=[CH:39][C:38]=2[S:44]([CH3:47])(=[O:46])=[O:45])[CH:27]=[C:28]([N:30]2[CH2:35][CH2:34][O:33][CH2:32][C@@H:31]2[CH3:36])[N:29]=1.